Dataset: Forward reaction prediction with 1.9M reactions from USPTO patents (1976-2016). Task: Predict the product of the given reaction. Given the reactants [N+:1]([C:4]1[CH:9]=[CH:8][CH:7]=[CH:6][C:5]=1[OH:10])([O-:3])=[O:2].Cl.Cl[CH2:13][C:14]1[CH:19]=[CH:18][N:17]=[CH:16][CH:15]=1, predict the reaction product. The product is: [N+:1]([C:4]1[CH:9]=[CH:8][CH:7]=[CH:6][C:5]=1[O:10][CH2:13][C:14]1[CH:19]=[CH:18][N:17]=[CH:16][CH:15]=1)([O-:3])=[O:2].